This data is from Peptide-MHC class II binding affinity with 134,281 pairs from IEDB. The task is: Regression. Given a peptide amino acid sequence and an MHC pseudo amino acid sequence, predict their binding affinity value. This is MHC class II binding data. (1) The peptide sequence is EKKYFAATQAEPLAA. The MHC is HLA-DQA10501-DQB10301 with pseudo-sequence HLA-DQA10501-DQB10301. The binding affinity (normalized) is 0.485. (2) The peptide sequence is TDIAEMGANLCVERV. The MHC is HLA-DQA10201-DQB10402 with pseudo-sequence HLA-DQA10201-DQB10402. The binding affinity (normalized) is 0.389. (3) The peptide sequence is THRHIIGEGCPKPHR. The MHC is H-2-IAb with pseudo-sequence H-2-IAb. The binding affinity (normalized) is 0.0435. (4) The peptide sequence is RVVFVVLLLLVAPAYS. The MHC is DRB5_0101 with pseudo-sequence DRB5_0101. The binding affinity (normalized) is 0.159. (5) The peptide sequence is DDIKATYDKGILTVS. The MHC is DRB3_0202 with pseudo-sequence DRB3_0202. The binding affinity (normalized) is 0.173.